This data is from NCI-60 drug combinations with 297,098 pairs across 59 cell lines. The task is: Regression. Given two drug SMILES strings and cell line genomic features, predict the synergy score measuring deviation from expected non-interaction effect. (1) Drug 1: CCCS(=O)(=O)NC1=C(C(=C(C=C1)F)C(=O)C2=CNC3=C2C=C(C=N3)C4=CC=C(C=C4)Cl)F. Drug 2: CCC1=C2CN3C(=CC4=C(C3=O)COC(=O)C4(CC)O)C2=NC5=C1C=C(C=C5)O. Cell line: K-562. Synergy scores: CSS=37.1, Synergy_ZIP=10.6, Synergy_Bliss=11.3, Synergy_Loewe=-24.3, Synergy_HSA=9.50. (2) Drug 1: CCC1(CC2CC(C3=C(CCN(C2)C1)C4=CC=CC=C4N3)(C5=C(C=C6C(=C5)C78CCN9C7C(C=CC9)(C(C(C8N6C=O)(C(=O)OC)O)OC(=O)C)CC)OC)C(=O)OC)O.OS(=O)(=O)O. Drug 2: B(C(CC(C)C)NC(=O)C(CC1=CC=CC=C1)NC(=O)C2=NC=CN=C2)(O)O. Cell line: HOP-62. Synergy scores: CSS=53.3, Synergy_ZIP=-0.779, Synergy_Bliss=-3.01, Synergy_Loewe=-4.61, Synergy_HSA=-4.37. (3) Drug 1: CCCS(=O)(=O)NC1=C(C(=C(C=C1)F)C(=O)C2=CNC3=C2C=C(C=N3)C4=CC=C(C=C4)Cl)F. Drug 2: COC1=C(C=C2C(=C1)N=CN=C2NC3=CC(=C(C=C3)F)Cl)OCCCN4CCOCC4. Cell line: MOLT-4. Synergy scores: CSS=17.1, Synergy_ZIP=1.51, Synergy_Bliss=6.17, Synergy_Loewe=-3.63, Synergy_HSA=4.11. (4) Drug 1: CC1=C(C(CCC1)(C)C)C=CC(=CC=CC(=CC(=O)O)C)C. Drug 2: CC1=C(C(=O)C2=C(C1=O)N3CC4C(C3(C2COC(=O)N)OC)N4)N. Cell line: T-47D. Synergy scores: CSS=17.2, Synergy_ZIP=-2.70, Synergy_Bliss=-1.56, Synergy_Loewe=-7.59, Synergy_HSA=1.80. (5) Drug 1: CC1CCC2CC(C(=CC=CC=CC(CC(C(=O)C(C(C(=CC(C(=O)CC(OC(=O)C3CCCCN3C(=O)C(=O)C1(O2)O)C(C)CC4CCC(C(C4)OC)OCCO)C)C)O)OC)C)C)C)OC. Drug 2: B(C(CC(C)C)NC(=O)C(CC1=CC=CC=C1)NC(=O)C2=NC=CN=C2)(O)O. Cell line: OVCAR3. Synergy scores: CSS=64.0, Synergy_ZIP=2.60, Synergy_Bliss=5.11, Synergy_Loewe=-3.64, Synergy_HSA=1.98. (6) Drug 1: CCC1(CC2CC(C3=C(CCN(C2)C1)C4=CC=CC=C4N3)(C5=C(C=C6C(=C5)C78CCN9C7C(C=CC9)(C(C(C8N6C=O)(C(=O)OC)O)OC(=O)C)CC)OC)C(=O)OC)O.OS(=O)(=O)O. Drug 2: CC12CCC3C(C1CCC2O)C(CC4=C3C=CC(=C4)O)CCCCCCCCCS(=O)CCCC(C(F)(F)F)(F)F. Cell line: CCRF-CEM. Synergy scores: CSS=47.5, Synergy_ZIP=12.9, Synergy_Bliss=15.8, Synergy_Loewe=-28.3, Synergy_HSA=4.43. (7) Drug 1: C1=NC2=C(N=C(N=C2N1C3C(C(C(O3)CO)O)O)F)N. Drug 2: CC1C(C(CC(O1)OC2CC(CC3=C2C(=C4C(=C3O)C(=O)C5=C(C4=O)C(=CC=C5)OC)O)(C(=O)CO)O)N)O.Cl. Cell line: MDA-MB-231. Synergy scores: CSS=24.2, Synergy_ZIP=-9.26, Synergy_Bliss=-4.79, Synergy_Loewe=-22.9, Synergy_HSA=-2.93. (8) Drug 1: CC1=C(C(CCC1)(C)C)C=CC(=CC=CC(=CC(=O)O)C)C. Drug 2: COC1=C2C(=CC3=C1OC=C3)C=CC(=O)O2. Cell line: COLO 205. Synergy scores: CSS=-0.182, Synergy_ZIP=0.434, Synergy_Bliss=-2.01, Synergy_Loewe=0.854, Synergy_HSA=-4.27.